This data is from Full USPTO retrosynthesis dataset with 1.9M reactions from patents (1976-2016). The task is: Predict the reactants needed to synthesize the given product. (1) Given the product [NH2:13][C:14]1[C:15]([C:24]([NH:12][C:10]([S:9][CH3:8])=[NH:11])=[O:25])=[N:16][C:17]2[C:22]([N:23]=1)=[CH:21][CH:20]=[CH:19][CH:18]=2, predict the reactants needed to synthesize it. The reactants are: [OH-].[Na+].S(O)(O)(=O)=O.[CH3:8][S:9][C:10](=[NH:12])[NH2:11].[NH2:13][C:14]1[C:15]([C:24](OC(C)=CC(=O)NC(C)(C)C)=[O:25])=[N:16][C:17]2[C:22]([N:23]=1)=[CH:21][CH:20]=[CH:19][CH:18]=2. (2) Given the product [Cl:1][C:2]1[CH:3]=[CH:4][C:5]([N:8]([CH2:9][C:10]2[CH:11]=[CH:12][C:13]([C:14]([OH:16])=[O:15])=[CH:17][CH:18]=2)[C:20]([NH2:21])=[S:19])=[CH:6][CH:7]=1, predict the reactants needed to synthesize it. The reactants are: [Cl:1][C:2]1[CH:7]=[CH:6][C:5]([NH:8][CH2:9][C:10]2[CH:18]=[CH:17][C:13]([C:14]([OH:16])=[O:15])=[CH:12][CH:11]=2)=[CH:4][CH:3]=1.[S-:19][C:20]#[N:21].[K+]. (3) The reactants are: [CH3:1][C:2]([S@:5]([NH2:7])=[O:6])([CH3:4])[CH3:3].[Br:8][C:9]1[CH:10]=[C:11]([C:15](=O)[CH3:16])[CH:12]=[CH:13][CH:14]=1. Given the product [Br:8][C:9]1[CH:10]=[C:11]([C:15](=[N:7][S@@:5]([C:2]([CH3:4])([CH3:3])[CH3:1])=[O:6])[CH3:16])[CH:12]=[CH:13][CH:14]=1, predict the reactants needed to synthesize it. (4) Given the product [OH:8][C:9]1[CH:32]=[CH:31][C:12]([C:13]([NH:15][CH2:16][C@H:17]2[CH2:18][CH2:19][C@@H:20]([CH2:23][O:24][C:25]3[CH:26]=[CH:27][CH:28]=[CH:29][CH:30]=3)[CH2:21][CH2:22]2)=[O:14])=[CH:11][CH:10]=1, predict the reactants needed to synthesize it. The reactants are: C([O:8][C:9]1[CH:32]=[CH:31][C:12]([C:13]([NH:15][CH2:16][C@H:17]2[CH2:22][CH2:21][C@@H:20]([CH2:23][O:24][C:25]3[CH:30]=[CH:29][CH:28]=[CH:27][CH:26]=3)[CH2:19][CH2:18]2)=[O:14])=[CH:11][CH:10]=1)C1C=CC=CC=1. (5) Given the product [CH3:9][O:8][C:5]1[C:4]([NH2:10])=[CH:3][C:2]([B:19]2[O:20][C:21]([CH3:24])([CH3:23])[CH2:22][C:17]([CH3:35])([CH3:16])[O:18]2)=[CH:7][N:6]=1, predict the reactants needed to synthesize it. The reactants are: Br[C:2]1[CH:3]=[C:4]([NH2:10])[C:5]([O:8][CH3:9])=[N:6][CH:7]=1.C([O-])(=O)C.[K+].[CH3:16][C:17]1([CH3:35])[CH2:22][C:21]([CH3:24])([CH3:23])[O:20][B:19]([B:19]2[O:20][C:21]([CH3:24])([CH3:23])[CH2:22][C:17]([CH3:35])([CH3:16])[O:18]2)[O:18]1. (6) The reactants are: [OH:1][CH2:2][CH:3]([N:5]1[CH2:10][CH2:9][N:8](C(OC(C)(C)C)=O)[CH2:7][CH2:6]1)[CH3:4].Cl.O1CCOCC1. Given the product [N:5]1([CH:3]([CH3:4])[CH2:2][OH:1])[CH2:10][CH2:9][NH:8][CH2:7][CH2:6]1, predict the reactants needed to synthesize it. (7) Given the product [Cl:11][C:8]1[CH:9]=[C:10]2[C:5](=[CH:6][CH:7]=1)[NH:4][C:3](=[O:12])[C:2]2([N:26]1[CH2:27][CH:28]([F:30])[CH2:29][C@H:25]1[C:24]([NH:23][CH2:21][CH3:22])=[O:31])[C:13]1[CH:18]=[CH:17][CH:16]=[CH:15][C:14]=1[O:19][CH3:20], predict the reactants needed to synthesize it. The reactants are: Cl[C:2]1([C:13]2[CH:18]=[CH:17][CH:16]=[CH:15][C:14]=2[O:19][CH3:20])[C:10]2[C:5](=[CH:6][CH:7]=[C:8]([Cl:11])[CH:9]=2)[NH:4][C:3]1=[O:12].[CH2:21]([NH:23][C:24](=[O:31])[C@@H:25]1[CH2:29][CH:28]([F:30])[CH2:27][NH:26]1)[CH3:22]. (8) Given the product [CH3:22][N:23]1[C:27]([C:7]2[CH2:8][CH2:9][CH2:10][N:11]([C:13]([O:15][C:16]([CH3:19])([CH3:18])[CH3:17])=[O:14])[CH:12]=2)=[CH:26][CH:25]=[N:24]1, predict the reactants needed to synthesize it. The reactants are: FC(F)(F)S(O[C:7]1[CH2:8][CH2:9][CH2:10][N:11]([C:13]([O:15][C:16]([CH3:19])([CH3:18])[CH3:17])=[O:14])[CH:12]=1)(=O)=O.[CH3:22][N:23]1[C:27](B(O)O)=[CH:26][CH:25]=[N:24]1.C([O-])([O-])=O.[Na+].[Na+]. (9) Given the product [CH:28](=[N:24][N:18]1[CH2:19][CH2:20][CH2:21][N:16]([C:13]2[CH:14]=[CH:15][C:10]([N:6]3[CH:7]=[CH:8][N:9]=[C:5]3[CH2:4][N:2]([CH3:1])[CH3:3])=[CH:11][C:12]=2[F:23])[C:17]1=[O:22])[C:29]1[CH:34]=[CH:33][CH:32]=[CH:31][CH:30]=1, predict the reactants needed to synthesize it. The reactants are: [CH3:1][N:2]([CH2:4][C:5]1[N:6]([C:10]2[CH:15]=[CH:14][C:13]([N:16]3[CH2:21][CH2:20][CH2:19][NH:18][C:17]3=[O:22])=[C:12]([F:23])[CH:11]=2)[CH:7]=[CH:8][N:9]=1)[CH3:3].[N:24]([O-])=O.[Na+].[CH:28](=O)[C:29]1[CH:34]=[CH:33][CH:32]=[CH:31][CH:30]=1.[OH-].[Na+]. (10) Given the product [CH3:1][C:2]1([CH2:6][O:7][CH2:8][CH2:9][CH2:10][CH2:11][CH2:12][CH2:13][O:14][C:15]2[CH:16]=[CH:17][C:18]([C:19]([OH:21])=[O:20])=[CH:24][CH:25]=2)[CH2:5][O:4][CH2:3]1, predict the reactants needed to synthesize it. The reactants are: [CH3:1][C:2]1([CH2:6][O:7][CH2:8][CH2:9][CH2:10][CH2:11][CH2:12][CH2:13][O:14][C:15]2[CH:25]=[CH:24][C:18]([C:19]([O:21]CC)=[O:20])=[CH:17][CH:16]=2)[CH2:5][O:4][CH2:3]1.[OH-].[Na+].Cl.